Dataset: TCR-epitope binding with 47,182 pairs between 192 epitopes and 23,139 TCRs. Task: Binary Classification. Given a T-cell receptor sequence (or CDR3 region) and an epitope sequence, predict whether binding occurs between them. (1) The epitope is IPIQASLPF. The TCR CDR3 sequence is CASSLAQMNTEAFF. Result: 0 (the TCR does not bind to the epitope). (2) The epitope is TLIGDCATV. The TCR CDR3 sequence is CATLGDTARQYF. Result: 1 (the TCR binds to the epitope). (3) The epitope is VVYRGTTTY. The TCR CDR3 sequence is CASSLEWGFSGNTIYF. Result: 0 (the TCR does not bind to the epitope). (4) The epitope is TLIGDCATV. The TCR CDR3 sequence is CASSQDGGSVPFF. Result: 1 (the TCR binds to the epitope). (5) The TCR CDR3 sequence is CATSDETEKYGYTF. The epitope is SEISMDNSPNL. Result: 0 (the TCR does not bind to the epitope). (6) The epitope is ELAGIGILTV. The TCR CDR3 sequence is CASTPGQGGSPLHF. Result: 1 (the TCR binds to the epitope). (7) The epitope is RPPIFIRRL. The TCR CDR3 sequence is CATTGRVHGEKLFF. Result: 0 (the TCR does not bind to the epitope). (8) The epitope is KMQRMLLEK. The TCR CDR3 sequence is CASSQERGVRSSQYGSNQPQHF. Result: 0 (the TCR does not bind to the epitope). (9) The epitope is TLVPQEHYV. The TCR CDR3 sequence is CASSTGHPNYGYTF. Result: 1 (the TCR binds to the epitope). (10) The epitope is EIYKRWII. The TCR CDR3 sequence is CASSLNVGGEDTQYF. Result: 0 (the TCR does not bind to the epitope).